Dataset: Reaction yield outcomes from USPTO patents with 853,638 reactions. Task: Predict the reaction yield, written as a fraction of the theoretical maximum amount of product (1.0 means a 100% yield; for example, 0.34 means a 34% yield). The reactants are Br[C:2]1[CH:38]=[CH:37][C:5]([CH2:6][N:7]2[C:11]3[CH:12]=[CH:13][C:14]([O:16][CH2:17][C:18]4[CH:27]=[CH:26][C:25]5[C:20](=[CH:21][CH:22]=[CH:23][CH:24]=5)[N:19]=4)=[CH:15][C:10]=3[N:9]=[C:8]2[CH2:28][C:29]([CH3:36])([CH3:35])[C:30]([O:32]CC)=[O:31])=[CH:4][CH:3]=1.[NH:39]1[CH2:42][CH2:41][CH2:40]1.CC(P(C(C)(C)C)C1C(C2C=CC=CC=2)=CC=CC=1)(C)C.CC([O-])(C)C.[K+]. The catalyst is C1C=CC(/C=C/C(/C=C/C2C=CC=CC=2)=O)=CC=1.C1C=CC(/C=C/C(/C=C/C2C=CC=CC=2)=O)=CC=1.C1C=CC(/C=C/C(/C=C/C2C=CC=CC=2)=O)=CC=1.[Pd].[Pd]. The product is [N:39]1([C:2]2[CH:3]=[CH:4][C:5]([CH2:6][N:7]3[C:11]4[CH:12]=[CH:13][C:14]([O:16][CH2:17][C:18]5[CH:27]=[CH:26][C:25]6[C:20](=[CH:21][CH:22]=[CH:23][CH:24]=6)[N:19]=5)=[CH:15][C:10]=4[N:9]=[C:8]3[CH2:28][C:29]([CH3:36])([CH3:35])[C:30]([OH:32])=[O:31])=[CH:37][CH:38]=2)[CH2:42][CH2:41][CH2:40]1. The yield is 0.300.